From a dataset of Reaction yield outcomes from USPTO patents with 853,638 reactions. Predict the reaction yield, written as a fraction of the theoretical maximum amount of product (1.0 means a 100% yield; for example, 0.34 means a 34% yield). (1) The reactants are [CH:1]1([CH2:4][O:5][C:6]2[CH:25]=[CH:24][C:9]([C:10]([O:12][CH2:13][C:14]([O:16][CH2:17][C:18]3[CH:23]=[CH:22][CH:21]=[CH:20][CH:19]=3)=[O:15])=[O:11])=[CH:8][C:7]=2[CH:26]=O)[CH2:3][CH2:2]1.[NH:28]1[CH2:33][CH2:32][O:31][CH2:30][CH2:29]1.[BH-](OC(C)=O)(OC(C)=O)OC(C)=O.[Na+].CC(O)=O. The catalyst is C1COCC1. The product is [CH:1]1([CH2:4][O:5][C:6]2[CH:25]=[CH:24][C:9]([C:10]([O:12][CH2:13][C:14]([O:16][CH2:17][C:18]3[CH:19]=[CH:20][CH:21]=[CH:22][CH:23]=3)=[O:15])=[O:11])=[CH:8][C:7]=2[CH2:26][N:28]2[CH2:33][CH2:32][O:31][CH2:30][CH2:29]2)[CH2:2][CH2:3]1. The yield is 1.00. (2) The reactants are C(OC([N:8]([C:22]1[N:23]=[C:24]2[CH:29]=[CH:28][CH:27]=[CH:26][N:25]2[C:30]=1[CH:31]([CH3:33])[CH3:32])[S:9]([C:12]1[CH:21]=[CH:20][C:15]([C:16]([O:18][CH3:19])=[O:17])=[CH:14][CH:13]=1)(=[O:11])=[O:10])=O)(C)(C)C.[ClH:34]. The catalyst is O1CCOCC1. The product is [ClH:34].[CH:31]([C:30]1[N:25]2[CH:26]=[CH:27][CH:28]=[CH:29][C:24]2=[N:23][C:22]=1[NH:8][S:9]([C:12]1[CH:13]=[CH:14][C:15]([C:16]([O:18][CH3:19])=[O:17])=[CH:20][CH:21]=1)(=[O:10])=[O:11])([CH3:33])[CH3:32]. The yield is 0.980. (3) The reactants are [Br:1][C:2]1[CH:3]=[N:4][N:5]([CH3:25])[C:6]=1[C:7]1[CH:12]=[C:11]([N+:13]([O-])=O)[CH:10]=[CH:9][C:8]=1[O:16][CH2:17][CH2:18][C:19]1[CH:24]=[CH:23][CH:22]=[CH:21][CH:20]=1.O.O.Cl[Sn]Cl. The catalyst is CCO. The product is [Br:1][C:2]1[CH:3]=[N:4][N:5]([CH3:25])[C:6]=1[C:7]1[CH:12]=[C:11]([NH2:13])[CH:10]=[CH:9][C:8]=1[O:16][CH2:17][CH2:18][C:19]1[CH:20]=[CH:21][CH:22]=[CH:23][CH:24]=1.[NH2:13][C:11]1[CH:12]=[CH:7][CH:8]=[CH:9][CH:10]=1. The yield is 0.800. (4) The product is [CH2:35]([O:34][CH2:33][C@H:15]([NH:14][C:11](=[O:13])[CH2:10][N:7]1[CH2:6][CH2:5][N:4]([CH2:2][CH3:3])[CH2:9][CH2:8]1)[C:16]([NH:18][C:19]1[CH:24]=[CH:23][C:22]([O:25][C:26]2[CH:31]=[CH:30][C:29]([F:32])=[CH:28][CH:27]=2)=[CH:21][CH:20]=1)=[O:17])[C:36]1[CH:41]=[CH:40][CH:39]=[CH:38][CH:37]=1. No catalyst specified. The yield is 0.482. The reactants are Cl.[CH2:2]([N:4]1[CH2:9][CH2:8][N:7]([CH2:10][C:11]([OH:13])=O)[CH2:6][CH2:5]1)[CH3:3].[NH2:14][C@@H:15]([CH2:33][O:34][CH2:35][C:36]1[CH:41]=[CH:40][CH:39]=[CH:38][CH:37]=1)[C:16]([NH:18][C:19]1[CH:24]=[CH:23][C:22]([O:25][C:26]2[CH:31]=[CH:30][C:29]([F:32])=[CH:28][CH:27]=2)=[CH:21][CH:20]=1)=[O:17]. (5) The reactants are [CH3:1][N:2]([CH3:7])[CH2:3][C:4](O)=[O:5].[NH2:8][CH2:9][CH2:10][O:11][C:12]1[CH:21]=[CH:20][CH:19]=[C:18]2[C:13]=1[C:14]([NH:22][C:23]1[CH:28]=[CH:27][C:26]([O:29][CH2:30][C:31]3[CH:36]=[CH:35][CH:34]=[CH:33][N:32]=3)=[C:25]([Cl:37])[CH:24]=1)=[N:15][CH:16]=[N:17]2. No catalyst specified. The product is [Cl:37][C:25]1[CH:24]=[C:23]([NH:22][C:14]2[C:13]3[C:18](=[CH:19][CH:20]=[CH:21][C:12]=3[O:11][CH2:10][CH2:9][NH:8][C:4](=[O:5])[CH2:3][N:2]([CH3:7])[CH3:1])[N:17]=[CH:16][N:15]=2)[CH:28]=[CH:27][C:26]=1[O:29][CH2:30][C:31]1[CH:36]=[CH:35][CH:34]=[CH:33][N:32]=1. The yield is 0.310. (6) The reactants are [C:1]([O:5][C:6]([N:8]1[CH2:12][CH2:11][CH2:10][C:9]1([CH:16]([OH:36])[C:17]1[CH:18]=[C:19]2[CH:25]=[CH:24][N:23]([Si:26]([CH:33]([CH3:35])[CH3:34])([CH:30]([CH3:32])[CH3:31])[CH:27]([CH3:29])[CH3:28])[C:20]2=[N:21][CH:22]=1)[CH2:13][CH2:14][CH3:15])=[O:7])([CH3:4])([CH3:3])[CH3:2]. The catalyst is C(Cl)Cl. The product is [C:1]([O:5][C:6]([N:8]1[CH2:12][CH2:11][CH2:10][C:9]1([CH2:13][CH2:14][CH3:15])[C:16]([C:17]1[CH:18]=[C:19]2[CH:25]=[CH:24][N:23]([Si:26]([CH:30]([CH3:32])[CH3:31])([CH:33]([CH3:34])[CH3:35])[CH:27]([CH3:28])[CH3:29])[C:20]2=[N:21][CH:22]=1)=[O:36])=[O:7])([CH3:2])([CH3:4])[CH3:3]. The yield is 0.790. (7) The reactants are [F:1][C:2]1[CH:9]=[CH:8][C:5]([CH:6]=O)=[CH:4][CH:3]=1.C([O-])(=O)C.[Na+].C([BH3-])#N.[Na+].Cl.[CH2:20]([O:22][C:23](=[O:30])[CH2:24][CH:25]([NH2:29])[CH:26]([CH3:28])[CH3:27])[CH3:21]. The catalyst is CO. The product is [CH2:20]([O:22][C:23](=[O:30])[CH2:24][CH:25]([NH:29][CH2:6][C:5]1[CH:8]=[CH:9][C:2]([F:1])=[CH:3][CH:4]=1)[CH:26]([CH3:27])[CH3:28])[CH3:21]. The yield is 0.530.